This data is from Full USPTO retrosynthesis dataset with 1.9M reactions from patents (1976-2016). The task is: Predict the reactants needed to synthesize the given product. Given the product [CH3:20][C:21]([CH3:27])([CH3:26])[CH2:22][CH2:23][CH2:24][NH:25][CH2:18][C:16]1[CH:15]=[CH:14][C:3]([O:4][C:5]2[N:6]=[CH:7][C:8]([C:11]([NH2:13])=[O:12])=[N:9][CH:10]=2)=[C:2]([F:1])[CH:17]=1, predict the reactants needed to synthesize it. The reactants are: [F:1][C:2]1[CH:17]=[C:16]([CH:18]=O)[CH:15]=[CH:14][C:3]=1[O:4][C:5]1[N:6]=[CH:7][C:8]([C:11]([NH2:13])=[O:12])=[N:9][CH:10]=1.[CH3:20][C:21]([CH3:27])([CH3:26])[CH2:22][CH2:23][CH2:24][NH2:25].[BH4-].[Na+].